This data is from Peptide-MHC class I binding affinity with 185,985 pairs from IEDB/IMGT. The task is: Regression. Given a peptide amino acid sequence and an MHC pseudo amino acid sequence, predict their binding affinity value. This is MHC class I binding data. (1) The peptide sequence is NLVPMVATV. The MHC is HLA-A02:16 with pseudo-sequence HLA-A02:16. The binding affinity (normalized) is 1.00. (2) The peptide sequence is RAIEAQQHL. The MHC is HLA-A26:01 with pseudo-sequence HLA-A26:01. The binding affinity (normalized) is 0. (3) The peptide sequence is AIMEKNIML. The MHC is HLA-A02:01 with pseudo-sequence HLA-A02:01. The binding affinity (normalized) is 0.571.